This data is from Reaction yield outcomes from USPTO patents with 853,638 reactions. The task is: Predict the reaction yield, written as a fraction of the theoretical maximum amount of product (1.0 means a 100% yield; for example, 0.34 means a 34% yield). (1) The reactants are [H-].[H-].[H-].[H-].[Li+].[Al+3].II.N#N.[Cl:11][C:12]1[CH:13]=[C:14]([NH:20][S:21]([CH3:24])(=[O:23])=[O:22])[CH:15]=[CH:16][C:17]=1[C:18]#[N:19]. The catalyst is C1COCC1. The product is [NH2:19][CH2:18][C:17]1[CH:16]=[CH:15][C:14]([NH:20][S:21]([CH3:24])(=[O:23])=[O:22])=[CH:13][C:12]=1[Cl:11]. The yield is 0.890. (2) The reactants are [C:1]([NH:8][C:9]1[CH:10]=[C:11]([CH:15]=[CH:16][CH:17]=1)[C:12]([OH:14])=O)([O:3][C:4]([CH3:7])([CH3:6])[CH3:5])=[O:2].CN(C(ON1N=N[C:28]2[CH:29]=[CH:30][CH:31]=[N:32][C:27]1=2)=[N+](C)C)C.F[P-](F)(F)(F)(F)F.[C:42]1(NC)[C:51]2[C:46](=CC=CC=2)[CH:45]=[CH:44][CH:43]=1.C(N(CC)C(C)C)(C)C. The catalyst is C(Cl)Cl. The product is [C:4]([O:3][C:1](=[O:2])[NH:8][C:9]1[CH:17]=[CH:16][CH:15]=[C:11]([C:12](=[O:14])[NH:32][CH2:31][C:30]2[C:51]3[C:42](=[CH:43][CH:44]=[CH:45][CH:46]=3)[CH:27]=[CH:28][CH:29]=2)[CH:10]=1)([CH3:5])([CH3:6])[CH3:7]. The yield is 0.890. (3) The reactants are B(Br)(Br)Br.[CH2:5]([S:7]([C:10]1[CH:11]=[CH:12][C:13]([O:34]C)=[C:14]([C:16]2[C:25]3[C:20](=[CH:21][CH:22]=[C:23]([C:26]4[CH:27]=[N:28][N:29]([CH3:31])[CH:30]=4)[CH:24]=3)[C:19](=[O:32])[N:18]([CH3:33])[CH:17]=2)[CH:15]=1)(=[O:9])=[O:8])[CH3:6]. The catalyst is C(Cl)Cl. The product is [CH2:5]([S:7]([C:10]1[CH:11]=[CH:12][C:13]([OH:34])=[C:14]([C:16]2[C:25]3[C:20](=[CH:21][CH:22]=[C:23]([C:26]4[CH:27]=[N:28][N:29]([CH3:31])[CH:30]=4)[CH:24]=3)[C:19](=[O:32])[N:18]([CH3:33])[CH:17]=2)[CH:15]=1)(=[O:8])=[O:9])[CH3:6]. The yield is 0.361.